This data is from Full USPTO retrosynthesis dataset with 1.9M reactions from patents (1976-2016). The task is: Predict the reactants needed to synthesize the given product. (1) The reactants are: Cl[C:2]1[N:7]=[C:6]([Cl:8])[C:5]([C:9]([F:12])([F:11])[F:10])=[CH:4][N:3]=1.[NH2:13][C:14]1[CH:19]=[CH:18][C:17]([CH:20]2[CH2:23][N:22]([C:24]([O:26][C:27]([CH3:30])([CH3:29])[CH3:28])=[O:25])[CH2:21]2)=[CH:16][CH:15]=1.CCN(CC)CC. Given the product [Cl:8][C:6]1[C:5]([C:9]([F:12])([F:11])[F:10])=[CH:4][N:3]=[C:2]([NH:13][C:14]2[CH:15]=[CH:16][C:17]([CH:20]3[CH2:21][N:22]([C:24]([O:26][C:27]([CH3:30])([CH3:29])[CH3:28])=[O:25])[CH2:23]3)=[CH:18][CH:19]=2)[N:7]=1, predict the reactants needed to synthesize it. (2) The reactants are: [O:1]=[C:2]1[N:6]([CH3:7])[C:5]([C:13]2[CH:18]=[CH:17][CH:16]=[C:15]([CH3:19])[CH:14]=2)([CH2:8][O:9]CC=C)[C:4](=[O:20])[N:3]1[C:21]1[CH:28]=[CH:27][C:24]([C:25]#[N:26])=[C:23]([C:29]([F:32])([F:31])[F:30])[CH:22]=1. Given the product [O:1]=[C:2]1[N:6]([CH3:7])[C:5]([CH2:8][OH:9])([C:13]2[CH:18]=[CH:17][CH:16]=[C:15]([CH3:19])[CH:14]=2)[C:4](=[O:20])[N:3]1[C:21]1[CH:28]=[CH:27][C:24]([C:25]#[N:26])=[C:23]([C:29]([F:32])([F:30])[F:31])[CH:22]=1, predict the reactants needed to synthesize it. (3) Given the product [NH2:7][C:8]1[CH:9]=[C:10]([Cl:19])[N:11]=[CH:12][C:13]=1[CH2:14][OH:15], predict the reactants needed to synthesize it. The reactants are: [H-].[H-].[H-].[H-].[Li+].[Al+3].[NH2:7][C:8]1[C:13]([C:14](OCC)=[O:15])=[CH:12][N:11]=[C:10]([Cl:19])[CH:9]=1.CO.CCOC(C)=O. (4) Given the product [Cl:24][C:2]1[N:7]=[C:6]([C:8]2[C:13]([C:14]([F:17])([F:16])[F:15])=[CH:12][CH:11]=[CH:10][N:9]=2)[CH:5]=[CH:4][C:3]=1[C:18]#[N:19], predict the reactants needed to synthesize it. The reactants are: N[C:2]1[N:7]=[C:6]([C:8]2[C:13]([C:14]([F:17])([F:16])[F:15])=[CH:12][CH:11]=[CH:10][N:9]=2)[CH:5]=[CH:4][C:3]=1[C:18]#[N:19].N([O-])=O.[Na+].[ClH:24].